This data is from Catalyst prediction with 721,799 reactions and 888 catalyst types from USPTO. The task is: Predict which catalyst facilitates the given reaction. (1) Reactant: Cl[C:2]1[CH:7]=[CH:6][C:5]([N+:8]([O-:10])=[O:9])=[CH:4][N:3]=1.[CH3:11][C:12]1[C:17]([CH3:18])=[CH:16][CH:15]=[CH:14][C:13]=1[OH:19].C(=O)([O-])[O-].[K+].[K+]. Product: [CH3:11][C:12]1[C:17]([CH3:18])=[CH:16][CH:15]=[CH:14][C:13]=1[O:19][C:2]1[CH:7]=[CH:6][C:5]([N+:8]([O-:10])=[O:9])=[CH:4][N:3]=1. The catalyst class is: 869. (2) Reactant: [CH2:1]([CH:3]1[CH2:8][NH:7][C:6]2[CH:9]=[CH:10][CH:11]=[C:12]([CH:13]([CH3:15])[CH3:14])[C:5]=2[O:4]1)[CH3:2].N1C=CC=CC=1.[CH2:22]([O:24][C:25](=[O:31])/[CH:26]=[CH:27]/[C:28](Cl)=[O:29])[CH3:23].O. Product: [CH2:22]([O:24][C:25](=[O:31])/[CH:26]=[CH:27]/[C:28]([N:7]1[C:6]2[CH:9]=[CH:10][CH:11]=[C:12]([CH:13]([CH3:14])[CH3:15])[C:5]=2[O:4][CH:3]([CH2:1][CH3:2])[CH2:8]1)=[O:29])[CH3:23]. The catalyst class is: 13. (3) Reactant: [Cl:1][C:2]1[CH:3]=[C:4]([C:23]([O:25][CH3:26])=[O:24])[C:5]([CH3:22])=[C:6]([CH:21]=1)[O:7][CH:8]1[CH2:13][CH2:12][N:11](C(OC(C)(C)C)=O)[CH2:10][CH2:9]1.Cl.O1CCOCC1. Product: [ClH:1].[Cl:1][C:2]1[CH:21]=[C:6]([O:7][CH:8]2[CH2:13][CH2:12][NH:11][CH2:10][CH2:9]2)[C:5]([CH3:22])=[C:4]([CH:3]=1)[C:23]([O:25][CH3:26])=[O:24]. The catalyst class is: 2.